Dataset: Reaction yield outcomes from USPTO patents with 853,638 reactions. Task: Predict the reaction yield, written as a fraction of the theoretical maximum amount of product (1.0 means a 100% yield; for example, 0.34 means a 34% yield). The reactants are [CH3:1][C:2]1[CH:10]=[CH:9][C:5]([C:6]([OH:8])=O)=[CH:4][CH:3]=1.Cl.CN(C)CCCN=C=NCC.[CH3:23][CH:24]1[CH2:29][CH2:28][CH2:27][CH2:26][CH:25]1[NH2:30].ClCCl. The catalyst is CN(C)C=O. The product is [CH3:1][C:2]1[CH:3]=[CH:4][C:5]([C:6]([NH:30][CH:25]2[CH2:26][CH2:27][CH2:28][CH2:29][CH:24]2[CH3:23])=[O:8])=[CH:9][CH:10]=1. The yield is 0.520.